This data is from Full USPTO retrosynthesis dataset with 1.9M reactions from patents (1976-2016). The task is: Predict the reactants needed to synthesize the given product. (1) Given the product [Br:1][C:2]1[CH:7]=[CH:6][C:5]([Br:8])=[CH:4][C:3]=1[C:10]1([OH:14])[CH2:13][CH2:12][CH2:11]1, predict the reactants needed to synthesize it. The reactants are: [Br:1][C:2]1[CH:7]=[CH:6][C:5]([Br:8])=[CH:4][C:3]=1Br.[C:10]1(=[O:14])[CH2:13][CH2:12][CH2:11]1.[NH4+].[Cl-]. (2) Given the product [C:1]([O:5][C:6](=[O:22])[NH:7][C:8]1[CH:13]=[CH:12][C:11]([C:14]2[CH:19]=[CH:18][CH:17]=[CH:16][C:15]=2[F:20])=[CH:10][C:9]=1[NH:21][C:36](=[O:37])[CH2:35][C:34]([C:30]1[CH:31]=[CH:32][CH:33]=[C:28]([N:23]2[CH:27]=[CH:26][N:25]=[CH:24]2)[CH:29]=1)=[O:39])([CH3:4])([CH3:2])[CH3:3], predict the reactants needed to synthesize it. The reactants are: [C:1]([O:5][C:6](=[O:22])[NH:7][C:8]1[CH:13]=[CH:12][C:11]([C:14]2[CH:19]=[CH:18][CH:17]=[CH:16][C:15]=2[F:20])=[CH:10][C:9]=1[NH2:21])([CH3:4])([CH3:3])[CH3:2].[N:23]1([C:28]2[CH:29]=[C:30]([C:34]3[O:39]C(C)(C)[O:37][C:36](=O)[CH:35]=3)[CH:31]=[CH:32][CH:33]=2)[CH:27]=[CH:26][N:25]=[CH:24]1. (3) Given the product [C:15]([CH2:14][O:4][C:3]1[CH:5]=[CH:6][CH:7]=[CH:8][C:2]=1[C:1]([OH:10])=[O:9])([OH:17])=[O:16], predict the reactants needed to synthesize it. The reactants are: [C:1]([OH:10])(=[O:9])[C:2]1[C:3](=[CH:5][CH:6]=[CH:7][CH:8]=1)[OH:4].[OH-].[Na+].Cl[CH2:14][C:15]([OH:17])=[O:16].